This data is from Reaction yield outcomes from USPTO patents with 853,638 reactions. The task is: Predict the reaction yield, written as a fraction of the theoretical maximum amount of product (1.0 means a 100% yield; for example, 0.34 means a 34% yield). The reactants are Cl.[Cl:2][C:3]1[CH:8]=[C:7]([C:9]2[CH:14]=[CH:13][CH:12]=[C:11]([Cl:15])[CH:10]=2)[N:6]=[C:5]2[CH2:16][CH2:17][CH2:18][C:4]=12.[NH2:19][C:20]1[CH:25]=[CH:24][C:23]([CH2:26][C:27]#[N:28])=[C:22]([CH3:29])[CH:21]=1. No catalyst specified. The product is [ClH:2].[Cl:15][C:11]1[CH:10]=[C:9]([C:7]2[N:6]=[C:5]3[CH2:16][CH2:17][CH2:18][C:4]3=[C:3]([NH:19][C:20]3[CH:25]=[CH:24][C:23]([CH2:26][C:27]#[N:28])=[C:22]([CH3:29])[CH:21]=3)[CH:8]=2)[CH:14]=[CH:13][CH:12]=1. The yield is 0.630.